Dataset: Reaction yield outcomes from USPTO patents with 853,638 reactions. Task: Predict the reaction yield, written as a fraction of the theoretical maximum amount of product (1.0 means a 100% yield; for example, 0.34 means a 34% yield). (1) The reactants are [Cl:1][C:2]1[CH:7]=[CH:6][C:5]([C@@H:8]([C:22]2[CH:27]=[CH:26][CH:25]=[CH:24][N:23]=2)[O:9][CH:10]2[CH2:15][CH2:14][N:13]([CH2:16][CH2:17][CH2:18][C:19]([OH:21])=[O:20])[CH2:12][CH2:11]2)=[CH:4][CH:3]=1.O.[C:29]1([S:35]([OH:38])(=[O:37])=[O:36])[CH:34]=[CH:33][CH:32]=[CH:31][CH:30]=1. The catalyst is C(OCC)(=O)C. The product is [C:29]1([S:35]([OH:38])(=[O:37])=[O:36])[CH:34]=[CH:33][CH:32]=[CH:31][CH:30]=1.[Cl:1][C:2]1[CH:3]=[CH:4][C:5]([C@@H:8]([C:22]2[CH:27]=[CH:26][CH:25]=[CH:24][N:23]=2)[O:9][CH:10]2[CH2:15][CH2:14][N:13]([CH2:16][CH2:17][CH2:18][C:19]([OH:21])=[O:20])[CH2:12][CH2:11]2)=[CH:6][CH:7]=1. The yield is 0.673. (2) The reactants are [NH2:1][C:2]1[CH:7]=[C:6]([N+:8]([O-:10])=[O:9])[CH:5]=[CH:4][C:3]=1[OH:11].[CH3:12][C:13](C)=[O:14].CCN(CC)CC. The catalyst is O. The product is [N+:8]([C:6]1[CH:5]=[CH:4][C:3]2[O:11][CH2:12][C:13](=[O:14])[NH:1][C:2]=2[CH:7]=1)([O-:10])=[O:9]. The yield is 0.850. (3) The reactants are [CH2:1]([O:8][C:9]1[CH:14]=[C:13]([O:15][C:16]2[CH:21]=[CH:20][C:19]([S:22]([CH3:25])(=[O:24])=[O:23])=[CH:18][CH:17]=2)[CH:12]=[CH:11][C:10]=1[N+:26]([O-])=O)[C:2]1[CH:7]=[CH:6][CH:5]=[CH:4][CH:3]=1.[Cl-].[Ca+2].[Cl-].O. The catalyst is [Fe].C(O)C. The product is [CH2:1]([O:8][C:9]1[CH:14]=[C:13]([O:15][C:16]2[CH:21]=[CH:20][C:19]([S:22]([CH3:25])(=[O:24])=[O:23])=[CH:18][CH:17]=2)[CH:12]=[CH:11][C:10]=1[NH2:26])[C:2]1[CH:3]=[CH:4][CH:5]=[CH:6][CH:7]=1. The yield is 0.920. (4) The reactants are [CH2:1]([C:3]1[CH:8]=[CH:7][C:6]([CH2:9][C:10](Cl)=[O:11])=[CH:5][CH:4]=1)[CH3:2].Cl.[CH3:14][O:15][NH2:16].C(=O)([O-])[O-].[Na+].[Na+]. The catalyst is C1(C)C=CC=CC=1.O. The product is [CH2:1]([C:3]1[CH:8]=[CH:7][C:6]([CH2:9][C:10]([NH:16][O:15][CH3:14])=[O:11])=[CH:5][CH:4]=1)[CH3:2]. The yield is 0.770. (5) The reactants are [CH3:1][C:2]([CH3:12])=[CH:3][C:4]([C:6]1[CH:7]=[N:8][CH:9]=[CH:10][CH:11]=1)=[O:5].[N+:13]([CH3:16])([O-:15])=[O:14].C1CCN2C(=NCCC2)CC1.Cl. The catalyst is CCOCC. The product is [CH3:1][C:2]([CH3:12])([CH2:16][N+:13]([O-:15])=[O:14])[CH2:3][C:4]([C:6]1[CH:7]=[N:8][CH:9]=[CH:10][CH:11]=1)=[O:5]. The yield is 0.610. (6) The reactants are [Br:1][C:2]1[CH:9]=[CH:8][C:5]([CH2:6]Br)=[CH:4][CH:3]=1.C(N(CC)CC)C.[NH:17]1[CH2:22][CH2:21][S:20](=[O:24])(=[O:23])[CH2:19][CH2:18]1. The catalyst is C1COCC1. The product is [Br:1][C:2]1[CH:9]=[CH:8][C:5]([CH2:6][N:17]2[CH2:22][CH2:21][S:20](=[O:24])(=[O:23])[CH2:19][CH2:18]2)=[CH:4][CH:3]=1. The yield is 0.740. (7) The yield is 0.960. The product is [CH3:1][O:2][C:3]1[CH:12]=[C:11]2[C:6]([CH2:7][CH2:8][C:9](=[O:13])[O:10]2)=[CH:5][CH:4]=1. The catalyst is [Pd]. The reactants are [CH3:1][O:2][C:3]1[CH:12]=[C:11]2[C:6]([CH:7]=[CH:8][C:9](=[O:13])[O:10]2)=[CH:5][CH:4]=1. (8) The reactants are N12CCCN=C1CCCCC2.Cl.[NH2:13][CH2:14][C:15]1[CH:23]=[CH:22][CH:21]=[C:20]2[C:16]=1[C:17](=[O:33])[N:18]([CH:25]1[CH2:30][CH2:29][C:28](=[O:31])[NH:27][C:26]1=[O:32])[C:19]2=[O:24].[C:34](Cl)(=[O:41])[C:35]1[CH:40]=[CH:39][CH:38]=[CH:37][CH:36]=1. The catalyst is CC#N. The product is [O:32]=[C:26]1[CH:25]([N:18]2[C:17](=[O:33])[C:16]3[C:20](=[CH:21][CH:22]=[CH:23][C:15]=3[CH2:14][NH:13][C:34](=[O:41])[C:35]3[CH:40]=[CH:39][CH:38]=[CH:37][CH:36]=3)[C:19]2=[O:24])[CH2:30][CH2:29][C:28](=[O:31])[NH:27]1. The yield is 0.760. (9) The reactants are Cl[CH2:2][CH2:3][O:4][C:5]1[CH:6]=[C:7]2[C:12](=[CH:13][C:14]=1[O:15][CH3:16])[N:11]=[C:10]([C:17]1[CH:22]=[CH:21][CH:20]=[C:19]([C:23]3[CH:28]=[CH:27][CH:26]=[CH:25][CH:24]=3)[CH:18]=1)[N:9]=[C:8]2[NH:29][C:30]1[CH:31]=[C:32]2[C:36](=[CH:37][CH:38]=1)[N:35](C(OC(C)(C)C)=O)[N:34]=[CH:33]2.[NH:46]1[CH2:51][CH2:50][O:49][CH2:48][CH2:47]1. The catalyst is CS(C)=O. The product is [C:23]1([C:19]2[CH:18]=[C:17]([C:10]3[N:9]=[C:8]([NH:29][C:30]4[CH:31]=[C:32]5[C:36](=[CH:37][CH:38]=4)[NH:35][N:34]=[CH:33]5)[C:7]4[C:12](=[CH:13][C:14]([O:15][CH3:16])=[C:5]([O:4][CH2:3][CH2:2][N:46]5[CH2:51][CH2:50][O:49][CH2:48][CH2:47]5)[CH:6]=4)[N:11]=3)[CH:22]=[CH:21][CH:20]=2)[CH:28]=[CH:27][CH:26]=[CH:25][CH:24]=1. The yield is 0.500.